Dataset: Reaction yield outcomes from USPTO patents with 853,638 reactions. Task: Predict the reaction yield, written as a fraction of the theoretical maximum amount of product (1.0 means a 100% yield; for example, 0.34 means a 34% yield). (1) The reactants are [OH:1][CH2:2][CH2:3][C:4]1[C:5]([C:21]([F:24])([F:23])[F:22])=[N:6][N:7]([CH2:9][C:10]2[NH:11][C:12](=[O:20])[C:13]3[CH:18]=[C:17]([CH3:19])[S:16][C:14]=3[N:15]=2)[CH:8]=1.N1C=CC=CC=1.[S:31](Cl)([CH3:34])(=[O:33])=[O:32]. The catalyst is O. The product is [CH3:34][S:31]([O:1][CH2:2][CH2:3][C:4]1[C:5]([C:21]([F:23])([F:22])[F:24])=[N:6][N:7]([CH2:9][C:10]2[NH:11][C:12](=[O:20])[C:13]3[CH:18]=[C:17]([CH3:19])[S:16][C:14]=3[N:15]=2)[CH:8]=1)(=[O:33])=[O:32]. The yield is 0.870. (2) The reactants are [CH3:1]NC.[CH3:4][CH2:5][N:6]([CH:10]([CH3:12])C)[CH:7]([CH3:9])C.[Cl:13][C:14]1[CH:19]=[C:18]([C:20](=[O:35])[NH:21][CH2:22][C:23]2[CH:28]=[C:27]([Cl:29])[CH:26]=[CH:25][C:24]=2[S:30]([CH2:33][CH3:34])(=[O:32])=[O:31])[CH:17]=[C:16]([C:36]([F:39])([F:38])[F:37])C=1CN1CCC[C@H](C(O)=O)C1.[CH3:50][N:51]([C:53]([O:57]N1N=NC2C=CC=NC1=2)=[N+](C)C)[CH3:52].F[P-](F)(F)(F)(F)F. The catalyst is C(#N)C. The product is [Cl:13][C:14]1[CH:19]=[C:18]([C:20](=[O:35])[NH:21][CH2:22][C:23]2[CH:28]=[C:27]([Cl:29])[CH:26]=[CH:25][C:24]=2[S:30]([CH2:33][CH3:34])(=[O:32])=[O:31])[CH:17]=[C:16]([C:36]([F:37])([F:39])[F:38])[C:12]=1[CH2:10][N:6]1[CH2:5][CH2:4][CH2:1][C@H:9]([C:53]([N:51]([CH3:52])[CH3:50])=[O:57])[CH2:7]1. The yield is 0.790. (3) The reactants are Br[C:2]1[N:10]([CH2:11][C:12]2[CH:17]=[CH:16][C:15]([O:18][CH3:19])=[CH:14][CH:13]=2)[C:9]2[C:8](=[O:20])[N:7]3[C:21]([CH3:24])=[N:22][N:23]=[C:6]3[N:5]([CH2:25][CH2:26][CH2:27][CH2:28][CH3:29])[C:4]=2[N:3]=1.C([Sn](CCCC)(CCCC)[C:35]1[S:36][CH:37]=[CH:38][N:39]=1)CCC. The catalyst is C1(C)C=CC=CC=1.C1C=CC([P]([Pd]([P](C2C=CC=CC=2)(C2C=CC=CC=2)C2C=CC=CC=2)([P](C2C=CC=CC=2)(C2C=CC=CC=2)C2C=CC=CC=2)[P](C2C=CC=CC=2)(C2C=CC=CC=2)C2C=CC=CC=2)(C2C=CC=CC=2)C2C=CC=CC=2)=CC=1. The product is [CH3:19][O:18][C:15]1[CH:16]=[CH:17][C:12]([CH2:11][N:10]2[C:9]3[C:8](=[O:20])[N:7]4[C:21]([CH3:24])=[N:22][N:23]=[C:6]4[N:5]([CH2:25][CH2:26][CH2:27][CH2:28][CH3:29])[C:4]=3[N:3]=[C:2]2[C:35]2[S:36][CH:37]=[CH:38][N:39]=2)=[CH:13][CH:14]=1. The yield is 0.790. (4) The reactants are Cl.[O:2]1[C:6]2[CH:7]=[CH:8][C:9]([CH2:11][NH+:12]([CH2:14][CH2:15]Cl)[CH3:13])=[CH:10][C:5]=2[O:4][CH2:3]1.[N:17]1([C:22]2[N:26]=[C:25]([CH:27]3[CH2:31][CH2:30][CH2:29][NH:28]3)[S:24][N:23]=2)[CH:21]=[CH:20][N:19]=[CH:18]1.[I-].[K+].OP([O-])([O-])=O.[K+].[K+]. The catalyst is CN(C=O)C.CCOC(C)=O. The product is [O:2]1[C:6]2[CH:7]=[CH:8][C:9]([CH2:11][N:12]([CH2:14][CH2:15][N:28]3[CH2:29][CH2:30][CH2:31][CH:27]3[C:25]3[S:24][N:23]=[C:22]([N:17]4[CH:21]=[CH:20][N:19]=[CH:18]4)[N:26]=3)[CH3:13])=[CH:10][C:5]=2[O:4][CH2:3]1. The yield is 0.0400. (5) The reactants are [F:1][C:2]1[CH:19]=[C:18](I)[CH:17]=[CH:16][C:3]=1[NH:4][C:5]1[C:6]([C:13]([NH2:15])=[O:14])=[CH:7][N:8]([CH3:12])[C:9](=[O:11])[CH:10]=1.[CH2:21]([OH:24])[C:22]#[CH:23]. The catalyst is CN(C=O)C.[Cu]I.Cl[Pd](Cl)([P](C1C=CC=CC=1)(C1C=CC=CC=1)C1C=CC=CC=1)[P](C1C=CC=CC=1)(C1C=CC=CC=1)C1C=CC=CC=1. The product is [F:1][C:2]1[CH:19]=[C:18]([C:23]#[C:22][CH2:21][OH:24])[CH:17]=[CH:16][C:3]=1[NH:4][C:5]1[C:6]([C:13]([NH2:15])=[O:14])=[CH:7][N:8]([CH3:12])[C:9](=[O:11])[CH:10]=1. The yield is 0.890.